Dataset: Forward reaction prediction with 1.9M reactions from USPTO patents (1976-2016). Task: Predict the product of the given reaction. (1) Given the reactants [F:1][C:2]1[C:10]2[O:9][C:8]([C:11]([OH:13])=O)=[C:7]([CH3:14])[C:6]=2[CH:5]=[CH:4][CH:3]=1.[CH3:15][O:16][CH2:17][CH2:18][N:19]([CH3:27])[C:20]1[CH:25]=[CH:24][C:23]([NH2:26])=[CH:22][N:21]=1, predict the reaction product. The product is: [CH3:15][O:16][CH2:17][CH2:18][N:19]([CH3:27])[C:20]1[N:21]=[CH:22][C:23]([NH:26][C:11]([C:8]2[O:9][C:10]3[C:2]([F:1])=[CH:3][CH:4]=[CH:5][C:6]=3[C:7]=2[CH3:14])=[O:13])=[CH:24][CH:25]=1. (2) Given the reactants C([Li])CCC.C(NC(C)C)(C)C.[Cl:13][C:14]1[CH:15]=[N:16][CH:17]=[C:18]([Cl:21])[C:19]=1[CH3:20].[CH:22]1([O:27][C:28]2[C:29]([O:38][CH3:39])=[N:30][CH:31]=[C:32]([CH:37]=2)[C:33](OC)=[O:34])[CH2:26][CH2:25][CH2:24][CH2:23]1.[Cl-].[NH4+], predict the reaction product. The product is: [CH:22]1([O:27][C:28]2[CH:37]=[C:32]([C:33](=[O:34])[CH2:20][C:19]3[C:18]([Cl:21])=[CH:17][N:16]=[CH:15][C:14]=3[Cl:13])[CH:31]=[N:30][C:29]=2[O:38][CH3:39])[CH2:23][CH2:24][CH2:25][CH2:26]1.